This data is from Experimentally validated miRNA-target interactions with 360,000+ pairs, plus equal number of negative samples. The task is: Binary Classification. Given a miRNA mature sequence and a target amino acid sequence, predict their likelihood of interaction. (1) The miRNA is hsa-miR-501-3p with sequence AAUGCACCCGGGCAAGGAUUCU. The protein sequence of the target gene is MKAAGILTLIGCLVTGAESKIYTRCKLAKIFSRAGLDNYWGFSLGNWICMAYYESGYNTTAQTVLDDGSIDYGIFQINSFAWCRRGKLKENNHCHVACSALITDDLTDAIICARKIVKETQGMNYWQGWKKHCEGRDLSEWKKGCEVS. Result: 0 (no interaction). (2) The miRNA is hsa-miR-591 with sequence AGACCAUGGGUUCUCAUUGU. The protein sequence of the target gene is MPGGAGAARLCLLAFALQPLRPRAAREPGWTRGSEEGSPKLQHELIIPQWKTSESPVREKHPLKAELRVMAEGRELILDLEKNEQLFAPSYTETHYTSSGNPQTTTRKLEDHCFYHGTVRETELSSVTLSTCRGIRGLITVSSNLSYVIEPLPDSKGQHLIYRSEHLKPPPGNCGFEHSKPTTRDWALQFTQQTKKRPRRMKREDLNSMKYVELYLVADYLEFQKNRRDQDATKHKLIEIANYVDKFYRSLNIRIALVGLEVWTHGNMCEVSENPYSTLWSFLSWRRKLLAQKYHDNAQL.... Result: 0 (no interaction). (3) Result: 0 (no interaction). The miRNA is hsa-miR-493-5p with sequence UUGUACAUGGUAGGCUUUCAUU. The protein sequence of the target gene is MKHSLNALLIFLIITSAWGGSKGPLDQLEKGGETAQSADPQWEQLNNKNLSMPLLPADFHKENTVTNDWIPEGEEDDDYLDLEKIFSEDDDYIDIVDSLSVSPTDSDVSAGNILQLFHGKSRIQRLNILNAKFAFNLYRVLKDQVNTFDNIFIAPVGISTAMGMISLGLKGETHEQVHSILHFKDFVNASSKYEITTIHNLFRKLTHRLFRRNFGYTLRSVNDLYIQKQFPILLDFKTKVREYYFAEAQIADFSDPAFISKTNNHIMKLTKGLIKDALENIDPATQMMILNCIYFKGSWV.... (4) The miRNA is hsa-miR-1277-5p with sequence AAAUAUAUAUAUAUAUGUACGUAU. The protein sequence of the target gene is MEHVTEGSWESLPVPLHPQVLGALRELGFPYMTPVQSATIPLFMRNKDVAAEAVTGSGKTLAFVIPILEILLRREEKLKKSQVGAIIITPTRELAIQIDEVLSHFTKHFPEFSQILWIGGRNPGEDVERFKQQGGNIIVATPGRLEDMFRRKAEGLDLASCVRSLDVLVLDEADRLLDMGFEASINTILEFLPKQRRTGLFSATQTQEVENLVRAGLRNPVRVSVKEKGVAASSAQKTPSRLENYYMVCKADEKFNQLVHFLRNHKQEKHLVFFSTCACVEYYGKALEVLVKGVKIMCIH.... Result: 1 (interaction). (5) The miRNA is hsa-miR-1203 with sequence CCCGGAGCCAGGAUGCAGCUC. The protein sequence of the target gene is MAEVKVKVQPPDADPVEIENRIIELCHQFPHGITDQVIQNEMPHIEAQQRAVAINRLLSMGQLDLLRSNTGLLYRIKDSQNAGKMKGSDNQEKLVYQIIEDAGNKGIWSRDIRYKSNLPLTEINKILKNLESKKLIKAVKSVAASKKKVYMLYNLQPDRSVTGGAWYSDQDFESEFVEVLNQQCFKFLQSKAETARESKQNPMIQRNSSFASSHEVWKYICELGISKVELSMEDIETILNTLIYDGKVEMTIIAAKEGTVGSVDGHMKLYRAVNPIIPPTGLVRAPCGLCPVFDDCHEGG.... Result: 1 (interaction). (6) The miRNA is mmu-miR-6715-3p with sequence CCAAACCAGGCGUGCCUGUGG. The protein sequence of the target gene is MPDVKESVPPKYPGDSEGRSCKPETSGPPQEDKSGSEDPPPFLSVTGLTETVNEVSKLSNKIGMNCDYYMEEKVLPPSSLEGKVKETVHNAFWDHLKEQLSATPPDFSCALELLKEIKEILLSLLLPRQNRLRIEIEEALDMDLLKQEAEHGALKVLYLSKYVLNMMALLCAPVRDEAVQKLENITDPVWLLRGIFQVLGRMKMDMVNYTIQSLQPHLQEHSIQYERAKFQELLNKQPSLLNHTTKWLTQAAGDLTMSPPTCPDTSDSSSVAGPSPNEAANNPEPLSPTMVLCQGFLNLL.... Result: 0 (no interaction).